From a dataset of Forward reaction prediction with 1.9M reactions from USPTO patents (1976-2016). Predict the product of the given reaction. (1) Given the reactants [CH2:1]([C:3]1[CH:8]=[CH:7][C:6]([CH:9]2[CH2:14][N:13]([C:15]([N:17]3[CH2:22][CH2:21][O:20][CH2:19][CH2:18]3)=[O:16])[CH2:12][CH:11]([C:23]([OH:25])=O)[CH2:10]2)=[CH:5][CH:4]=1)[CH3:2].O[N:27]=[C:28]([NH2:33])[CH2:29][CH2:30][O:31][CH3:32], predict the reaction product. The product is: [CH2:1]([C:3]1[CH:8]=[CH:7][C:6]([CH:9]2[CH2:10][CH:11]([C:23]3[O:25][N:33]=[C:28]([CH2:29][CH2:30][O:31][CH3:32])[N:27]=3)[CH2:12][N:13]([C:15]([N:17]3[CH2:22][CH2:21][O:20][CH2:19][CH2:18]3)=[O:16])[CH2:14]2)=[CH:5][CH:4]=1)[CH3:2]. (2) Given the reactants C[O:2][C:3](=[O:38])[C:4]1[CH:9]=[C:8]([CH3:10])[C:7]([O:11][CH:12]([C:19]2[N:20]([C:30]3[CH:35]=[CH:34][C:33]([Cl:36])=[CH:32][CH:31]=3)[N:21]=[C:22]3[C:27]=2[CH:26]=[C:25]([F:28])[C:24]([F:29])=[CH:23]3)[CH:13]2[CH2:18][CH2:17][CH2:16][CH2:15][CH2:14]2)=[C:6]([CH3:37])[CH:5]=1.[OH-].[Li+], predict the reaction product. The product is: [Cl:36][C:33]1[CH:34]=[CH:35][C:30]([N:20]2[C:19]([CH:12]([CH:13]3[CH2:18][CH2:17][CH2:16][CH2:15][CH2:14]3)[O:11][C:7]3[C:8]([CH3:10])=[CH:9][C:4]([C:3]([OH:38])=[O:2])=[CH:5][C:6]=3[CH3:37])=[C:27]3[C:22]([CH:23]=[C:24]([F:29])[C:25]([F:28])=[CH:26]3)=[N:21]2)=[CH:31][CH:32]=1. (3) Given the reactants [F:1][C:2]([F:34])([F:33])[O:3][C:4]1[CH:32]=[CH:31][C:7]([CH2:8][NH:9][C:10]([C@H:12]2[CH2:17][NH:16][CH2:15][CH2:14][N:13]2[S:18]([C:21]2[CH:26]=[CH:25][C:24]([C:27]([F:30])([F:29])[F:28])=[CH:23][CH:22]=2)(=[O:20])=[O:19])=[O:11])=[CH:6][CH:5]=1.Cl[C:36]1[S:37][C:38]2[CH:43]=[N:42][NH:41][C:40](=[O:44])[C:39]=2[N:45]=1.C(N(CC)C(C)C)(C)C, predict the reaction product. The product is: [F:34][C:2]([F:1])([F:33])[O:3][C:4]1[CH:5]=[CH:6][C:7]([CH2:8][NH:9][C:10]([C@H:12]2[CH2:17][N:16]([C:36]3[S:37][C:38]4[CH:43]=[N:42][NH:41][C:40](=[O:44])[C:39]=4[N:45]=3)[CH2:15][CH2:14][N:13]2[S:18]([C:21]2[CH:26]=[CH:25][C:24]([C:27]([F:28])([F:29])[F:30])=[CH:23][CH:22]=2)(=[O:20])=[O:19])=[O:11])=[CH:31][CH:32]=1. (4) The product is: [F:16][C:15]1[C:14]([NH:17][C:18]2[CH:23]=[CH:22][C:21]([I:24])=[CH:20][C:19]=2[F:25])=[C:13]([NH:26][S:5]([CH:1]2[CH2:4][CH2:3][CH2:2]2)(=[O:7])=[O:6])[C:12]([O:27][CH3:28])=[CH:11][C:10]=1[F:9]. Given the reactants [CH:1]1([S:5](Cl)(=[O:7])=[O:6])[CH2:4][CH2:3][CH2:2]1.[F:9][C:10]1[C:15]([F:16])=[C:14]([NH:17][C:18]2[CH:23]=[CH:22][C:21]([I:24])=[CH:20][C:19]=2[F:25])[C:13]([NH2:26])=[C:12]([O:27][CH3:28])[CH:11]=1, predict the reaction product. (5) Given the reactants C[O:2][C:3](=[O:14])[C:4]1[CH:9]=[C:8]([N+:10]([O-:12])=[O:11])[CH:7]=[C:6](N)[CH:5]=1.[OH:15]S(O)(=O)=O.N([O-])=O.[Na+].[NH4+].[OH-], predict the reaction product. The product is: [OH:15][C:6]1[CH:5]=[C:4]([CH:9]=[C:8]([N+:10]([O-:12])=[O:11])[CH:7]=1)[C:3]([OH:2])=[O:14]. (6) Given the reactants C(C1C2C(=CC(F)=CC=2)N(C(=N)NO)N=1)C.O=C1CC(C(O)=O)C1.[F:25][C:26]1[CH:27]=[CH:28][CH:29]=[C:30]2[C:34]=1[N:33]([C:35](=[N:37][OH:38])[NH2:36])[N:32]=[C:31]2[CH:39]([CH3:41])[CH3:40].[N+:42]([C:45]1[CH:50]=[CH:49][CH:48]=[CH:47][C:46]=1[S:51]([NH:54][C@@H:55]1[CH2:58][C@H:57]([C:59](O)=O)[CH2:56]1)(=[O:53])=[O:52])([O-:44])=[O:43], predict the reaction product. The product is: [F:25][C:26]1[CH:27]=[CH:28][CH:29]=[C:30]2[C:34]=1[N:33]([C:35]1[N:36]=[C:59]([C@@H:57]3[CH2:58][C@H:55]([NH:54][S:51]([C:46]4[CH:47]=[CH:48][CH:49]=[CH:50][C:45]=4[N+:42]([O-:44])=[O:43])(=[O:53])=[O:52])[CH2:56]3)[O:38][N:37]=1)[N:32]=[C:31]2[CH:39]([CH3:41])[CH3:40]. (7) Given the reactants [N:1]([C@@H:4]1[C@@H:9]([OH:10])[CH2:8][CH2:7][C@@H:6]([C:11]([O:13][CH2:14][CH3:15])=[O:12])[CH2:5]1)=[N+]=[N-].[C:16](O[C:16]([O:18][C:19]([CH3:22])([CH3:21])[CH3:20])=[O:17])([O:18][C:19]([CH3:22])([CH3:21])[CH3:20])=[O:17].[H][H], predict the reaction product. The product is: [C:19]([O:18][C:16]([NH:1][C@@H:4]1[C@@H:9]([OH:10])[CH2:8][CH2:7][C@@H:6]([C:11]([O:13][CH2:14][CH3:15])=[O:12])[CH2:5]1)=[O:17])([CH3:22])([CH3:21])[CH3:20]. (8) The product is: [CH3:1][C:2]1[CH:3]=[C:4]([CH:25]=[C:26]([CH3:37])[C:27]=1[N:28]1[CH:32]=[C:31]([C:33]([F:35])([F:34])[F:36])[CH:30]=[N:29]1)[O:5][C@H:6]([C:10]1[CH:11]=[CH:12][C:13]([C:14]([NH:16][CH2:17][CH2:18][C:19]([OH:21])=[O:20])=[O:15])=[CH:23][CH:24]=1)[CH2:7][CH2:8][CH3:9]. Given the reactants [CH3:1][C:2]1[CH:3]=[C:4]([CH:25]=[C:26]([CH3:37])[C:27]=1[N:28]1[CH:32]=[C:31]([C:33]([F:36])([F:35])[F:34])[CH:30]=[N:29]1)[O:5][C@H:6]([C:10]1[CH:24]=[CH:23][C:13]([C:14]([NH:16][CH2:17][CH2:18][C:19]([O:21]C)=[O:20])=[O:15])=[CH:12][CH:11]=1)[CH2:7][CH2:8][CH3:9].CO.[OH-].[Na+].Cl, predict the reaction product.